Dataset: Catalyst prediction with 721,799 reactions and 888 catalyst types from USPTO. Task: Predict which catalyst facilitates the given reaction. (1) Reactant: [CH3:1][C:2]1([CH3:23])[O:7][C:6]2[CH:8]=[CH:9][C:10]([CH:12](O)[CH2:13][NH:14][C:15](=[O:21])[O:16]C(C)(C)C)=[CH:11][C:5]=2[CH2:4][O:3]1.[H-].[Na+]. Product: [CH3:23][C:2]1([CH3:1])[O:7][C:6]2[CH:8]=[CH:9][C:10]([CH:12]3[O:16][C:15](=[O:21])[NH:14][CH2:13]3)=[CH:11][C:5]=2[CH2:4][O:3]1. The catalyst class is: 9. (2) Reactant: [Cl:1][C:2]1[C:3]([OH:30])=[C:4]([CH:26]=[C:27]([Cl:29])[CH:28]=1)[CH2:5][N:6]1[CH2:11][CH2:10][CH:9]([CH2:12][NH:13][C:14]2[NH:18][C:17]3[CH:19]=[CH:20][CH:21]=[C:22]([C:23](O)=[O:24])[C:16]=3[N:15]=2)[CH2:8][CH2:7]1.O.O[N:33]1[C:37]2[CH:38]=CC=C[C:36]=2N=N1.C(N)(C)C.C(N=C=NC(C)C)(C)C. Product: [CH:37]([NH:33][C:23]([C:22]1[C:16]2[N:15]=[C:14]([NH:13][CH2:12][CH:9]3[CH2:8][CH2:7][N:6]([CH2:5][C:4]4[CH:26]=[C:27]([Cl:29])[CH:28]=[C:2]([Cl:1])[C:3]=4[OH:30])[CH2:11][CH2:10]3)[NH:18][C:17]=2[CH:19]=[CH:20][CH:21]=1)=[O:24])([CH3:38])[CH3:36]. The catalyst class is: 405.